This data is from Reaction yield outcomes from USPTO patents with 853,638 reactions. The task is: Predict the reaction yield, written as a fraction of the theoretical maximum amount of product (1.0 means a 100% yield; for example, 0.34 means a 34% yield). (1) The reactants are [CH3:1][N:2]([CH3:16])[S:3]([N:6]1[C:10]2[CH:11]=[CH:12][CH:13]=[CH:14][C:9]=2[N:8]=[C:7]1Cl)(=[O:5])=[O:4].[C:17]([O:21][C:22]([N:24]1[CH2:29][CH2:28][CH:27]([C:30]#[N:31])[CH2:26][CH2:25]1)=[O:23])([CH3:20])([CH3:19])[CH3:18].C[Si](C)(C)[N-][Si](C)(C)C.[Na+]. The catalyst is C1COCC1. The product is [C:17]([O:21][C:22]([N:24]1[CH2:29][CH2:28][C:27]([C:30]#[N:31])([C:7]2[N:6]([S:3](=[O:5])(=[O:4])[N:2]([CH3:16])[CH3:1])[C:10]3[CH:11]=[CH:12][CH:13]=[CH:14][C:9]=3[N:8]=2)[CH2:26][CH2:25]1)=[O:23])([CH3:20])([CH3:18])[CH3:19]. The yield is 0.860. (2) The reactants are CC1C=CC(S(OCC2CC3C=CC=C(C4C=CC(OC)=CC=4)C=3O2)(=O)=O)=CC=1.[N-]=[N+]=[N-].[Na+].[N:34]([CH2:37][CH:38]1[CH2:42][C:41]2[CH:43]=[CH:44][CH:45]=[C:46]([C:47]3[CH:52]=[CH:51][C:50]([O:53][CH3:54])=[CH:49][CH:48]=3)[C:40]=2[O:39]1)=[N+]=[N-].[N-]=[N+]=[N-]. The catalyst is [Pd]. The product is [CH3:54][O:53][C:50]1[CH:51]=[CH:52][C:47]([C:46]2[C:40]3[O:39][CH:38]([CH2:37][NH2:34])[CH2:42][C:41]=3[CH:43]=[CH:44][CH:45]=2)=[CH:48][CH:49]=1. The yield is 0.580. (3) The reactants are Cl[C:2]1[N:3]=[CH:4][C:5]2[C:10]([CH:11]=1)=[CH:9][CH:8]=[CH:7][CH:6]=2.[CH3:12][N:13]([C:21]1[CH:26]=[CH:25][C:24](B2OC(C)(C)C(C)(C)O2)=[CH:23][CH:22]=1)[C:14](=[O:20])[O:15][C:16]([CH3:19])([CH3:18])[CH3:17]. The product is [CH:4]1[C:5]2[C:10](=[CH:9][CH:8]=[CH:7][CH:6]=2)[CH:11]=[C:2]([C:24]2[CH:23]=[CH:22][C:21]([N:13]([CH3:12])[C:14](=[O:20])[O:15][C:16]([CH3:17])([CH3:18])[CH3:19])=[CH:26][CH:25]=2)[N:3]=1. No catalyst specified. The yield is 0.180. (4) The reactants are [C:1](Cl)(=[O:4])[CH:2]=[CH2:3].OC1C=CC([C:13]([C:22]2[CH:27]=[CH:26][C:25]([OH:28])=[CH:24][CH:23]=2)([C:15]2[CH:20]=[CH:19][C:18]([OH:21])=[CH:17][CH:16]=2)[CH3:14])=CC=1. The product is [C:1]([CH2:14][C:13]([O:21][C:18]1[CH:19]=[CH:20][CH:15]=[CH:16][CH:17]=1)([C:22]1[CH:27]=[CH:26][C:25]([OH:28])=[CH:24][CH:23]=1)[C:15]1[CH:20]=[CH:19][C:18]([OH:21])=[CH:17][CH:16]=1)(=[O:4])[CH:2]=[CH2:3]. No catalyst specified. The yield is 0.850. (5) The yield is 0.760. The product is [CH3:38][O:39][C:40]1[CH:41]=[CH:42][C:43]([CH2:44][N:45]2[C:49]3=[N:50][CH:51]=[CH:52][C:53]([O:54][C:55]4[CH:60]=[CH:59][C:58]([NH:61][C:26]([C:23]5[C:24](=[O:25])[N:19]([C:16]6[CH:15]=[CH:14][C:13]([F:12])=[CH:18][CH:17]=6)[N:20]=[CH:21][CH:22]=5)=[O:28])=[CH:57][C:56]=4[F:62])=[C:48]3[C:47]([NH:63][CH:64]3[CH2:65][CH2:66][N:67]([CH2:70][CH2:71][O:72][CH3:73])[CH2:68][CH2:69]3)=[N:46]2)=[CH:74][CH:75]=1. The reactants are CCN=C=NCCCN(C)C.[F:12][C:13]1[CH:18]=[CH:17][C:16]([N:19]2[C:24](=[O:25])[C:23]([C:26]([OH:28])=O)=[CH:22][CH:21]=[N:20]2)=[CH:15][CH:14]=1.CCN(C(C)C)C(C)C.[CH3:38][O:39][C:40]1[CH:75]=[CH:74][C:43]([CH2:44][N:45]2[C:49]3=[N:50][CH:51]=[CH:52][C:53]([O:54][C:55]4[CH:60]=[CH:59][C:58]([NH2:61])=[CH:57][C:56]=4[F:62])=[C:48]3[C:47]([NH:63][CH:64]3[CH2:69][CH2:68][N:67]([CH2:70][CH2:71][O:72][CH3:73])[CH2:66][CH2:65]3)=[N:46]2)=[CH:42][CH:41]=1. The catalyst is C(Cl)Cl.